This data is from Forward reaction prediction with 1.9M reactions from USPTO patents (1976-2016). The task is: Predict the product of the given reaction. Given the reactants Cl[C:2]1[N:3]=[CH:4][C:5]2[N:10]=[N:9][N:8]([C:11]3[CH:16]=[CH:15][C:14]([O:17][CH3:18])=[CH:13][CH:12]=3)[C:6]=2[N:7]=1.C(OC([N:26]1[CH2:31][CH2:30][CH:29]([N:32]2[CH:36]=[C:35]([NH2:37])[CH:34]=[N:33]2)[CH2:28][CH2:27]1)=O)(C)(C)C, predict the reaction product. The product is: [CH3:18][O:17][C:14]1[CH:15]=[CH:16][C:11]([N:8]2[C:6]3[N:7]=[C:2]([NH:37][C:35]4[CH:34]=[N:33][N:32]([CH:29]5[CH2:30][CH2:31][NH:26][CH2:27][CH2:28]5)[CH:36]=4)[N:3]=[CH:4][C:5]=3[N:10]=[N:9]2)=[CH:12][CH:13]=1.